Predict the product of the given reaction. From a dataset of Forward reaction prediction with 1.9M reactions from USPTO patents (1976-2016). (1) The product is: [CH2:29]([N:5]([CH2:1][CH2:2][CH2:3][CH3:4])[C:6]1[CH:7]=[CH:8][C:9](/[CH:12]=[CH:13]/[CH:14]=[CH:15]/[C:16]2[S:17][C:18]([CH:41]=[O:42])=[CH:19][C:20]=2[O:21][Si:22]([C:25]([CH3:28])([CH3:27])[CH3:26])([CH3:23])[CH3:24])=[CH:10][CH:11]=1)[CH2:30][CH2:31][CH3:32]. Given the reactants [CH2:1]([N:5]([CH2:29][CH2:30][CH2:31][CH3:32])[C:6]1[CH:11]=[CH:10][C:9](/[CH:12]=[CH:13]/[CH:14]=[CH:15]/[C:16]2[S:17][CH:18]=[CH:19][C:20]=2[O:21][Si:22]([C:25]([CH3:28])([CH3:27])[CH3:26])([CH3:24])[CH3:23])=[CH:8][CH:7]=1)[CH2:2][CH2:3][CH3:4].C([Li])CCC.CN([CH:41]=[O:42])C.O, predict the reaction product. (2) Given the reactants [OH:1][CH:2]1[CH2:6][CH2:5][N:4]([C:7]([O:9][C:10]([CH3:13])([CH3:12])[CH3:11])=[O:8])[CH2:3]1.O[C:15]1[CH:16]=[N:17][CH:18]=[CH:19][CH:20]=1.C1(P(C2C=CC=CC=2)C2C=CC=CC=2)C=CC=CC=1.CCOC(/N=N/C(OCC)=O)=O, predict the reaction product. The product is: [N:17]1[CH:18]=[CH:19][CH:20]=[C:15]([O:1][CH:2]2[CH2:6][CH2:5][N:4]([C:7]([O:9][C:10]([CH3:13])([CH3:12])[CH3:11])=[O:8])[CH2:3]2)[CH:16]=1.